From a dataset of Reaction yield outcomes from USPTO patents with 853,638 reactions. Predict the reaction yield, written as a fraction of the theoretical maximum amount of product (1.0 means a 100% yield; for example, 0.34 means a 34% yield). (1) The reactants are [C:1]1(=[O:11])[C:9]2[C:4](=[CH:5][CH:6]=[CH:7][CH:8]=2)[C:3](=[O:10])O1.[NH2:12][CH2:13][CH2:14][CH2:15][C:16]([OH:18])=[O:17].C(N(CC)CC)C. The catalyst is C1(C)C=CC=CC=1. The product is [O:10]=[C:3]1[C:4]2[C:9](=[CH:8][CH:7]=[CH:6][CH:5]=2)[C:1](=[O:11])[N:12]1[CH2:13][CH2:14][CH2:15][C:16]([OH:18])=[O:17]. The yield is 0.430. (2) The reactants are [CH3:1][O:2][C:3]1[CH:8]=[CH:7][C:6]([C:9]2[C:14]([C:15]3[CH:20]=[CH:19][C:18]([O:21][CH3:22])=[CH:17][CH:16]=3)=[N:13][N:12]([CH2:23][CH2:24]O)[C:11](=[O:26])[CH:10]=2)=[CH:5][CH:4]=1.C1(C)C=CC(S(Cl)(=O)=O)=CC=1.[NH:38]1[CH2:43][CH2:42][CH2:41][CH2:40][CH2:39]1. No catalyst specified. The product is [CH3:1][O:2][C:3]1[CH:8]=[CH:7][C:6]([C:9]2[C:14]([C:15]3[CH:16]=[CH:17][C:18]([O:21][CH3:22])=[CH:19][CH:20]=3)=[N:13][N:12]([CH2:23][CH2:24][N:38]3[CH2:43][CH2:42][CH2:41][CH2:40][CH2:39]3)[C:11](=[O:26])[CH:10]=2)=[CH:5][CH:4]=1. The yield is 0.381. (3) The reactants are Br[CH:2]=[C:3]1[C:9]2[CH:10]=[CH:11][CH:12]=[C:13]([Cl:14])[C:8]=2[CH2:7][CH2:6][C:5]2[CH:15]=[CH:16][CH:17]=[CH:18][C:4]1=2.[CH3:19][S:20]([NH:23][C:24]1[CH:25]=[C:26](B(O)O)[CH:27]=[CH:28][CH:29]=1)(=[O:22])=[O:21]. No catalyst specified. The product is [Cl:14][C:13]1[C:8]2[CH2:7][CH2:6][C:5]3[CH:15]=[CH:16][CH:17]=[CH:18][C:4]=3[C:3](=[CH:2][C:26]3[CH:25]=[C:24]([NH:23][S:20]([CH3:19])(=[O:22])=[O:21])[CH:29]=[CH:28][CH:27]=3)[C:9]=2[CH:10]=[CH:11][CH:12]=1. The yield is 0.790.